This data is from Catalyst prediction with 721,799 reactions and 888 catalyst types from USPTO. The task is: Predict which catalyst facilitates the given reaction. (1) Reactant: [Cl:1][C:2]1[CH:9]=[CH:8][CH:7]=[C:6]([Cl:10])[C:3]=1[CH:4]=O.[CH3:11][C:12]([C:14]1[C:19]([O:20][CH3:21])=[CH:18][CH:17]=[CH:16][C:15]=1[O:22][CH3:23])=[O:13].[OH-].[Na+]. Product: [Cl:1][C:2]1[CH:9]=[CH:8][CH:7]=[C:6]([Cl:10])[C:3]=1[CH:4]=[CH:11][C:12]([C:14]1[C:15]([O:22][CH3:23])=[CH:16][CH:17]=[CH:18][C:19]=1[O:20][CH3:21])=[O:13]. The catalyst class is: 24. (2) Reactant: Br[C:2]1[CH:3]=[C:4]2[C:31](=[CH:32][CH:33]=1)[C:8]1[NH:9][C:10]([C@@H:12]3[CH2:16][C@H:15]([CH2:17][O:18][CH3:19])[CH2:14][N:13]3[C:20](=[O:30])[C@@H:21]([NH:25][C:26](=[O:29])[O:27][CH3:28])[CH:22]([CH3:24])[CH3:23])=[N:11][C:7]=1[CH:6]=[CH:5]2.[CH3:34][CH:35]([CH3:71])[C@H:36]([NH:66][C:67](=[O:70])[O:68][CH3:69])[C:37](=[O:65])[N:38]1[CH2:42][CH2:41][CH2:40][C@H:39]1[C:43]1[NH:47][C:46]2[C:48]3[C:53]([CH:54]=[CH:55][C:45]=2[N:44]=1)=[CH:52][C:51](B1OC(C)(C)C(C)(C)O1)=[CH:50][CH:49]=3.C([O-])([O-])=O.[K+].[K+]. Product: [CH3:69][O:68][C:67]([NH:66][C@@H:36]([CH:35]([CH3:71])[CH3:34])[C:37]([N:38]1[CH2:42][CH2:41][CH2:40][C@H:39]1[C:43]1[NH:47][C:46]2[C:48]3[C:53]([CH:54]=[CH:55][C:45]=2[N:44]=1)=[CH:52][C:51]([C:2]1[CH:3]=[C:4]2[C:31](=[CH:32][CH:33]=1)[C:8]1[NH:9][C:10]([C@@H:12]4[CH2:16][C@H:15]([CH2:17][O:18][CH3:19])[CH2:14][N:13]4[C:20](=[O:30])[C@@H:21]([NH:25][C:26](=[O:29])[O:27][CH3:28])[CH:22]([CH3:24])[CH3:23])=[N:11][C:7]=1[CH:6]=[CH:5]2)=[CH:50][CH:49]=3)=[O:65])=[O:70]. The catalyst class is: 104. (3) Reactant: [Cl:1][C:2]1[C:3]([CH3:16])=[C:4]([N+:13]([O-:15])=[O:14])[C:5]([O:11]C)=[C:6]([C:8](=[O:10])[CH3:9])[CH:7]=1.B(Br)(Br)Br. Product: [Cl:1][C:2]1[C:3]([CH3:16])=[C:4]([N+:13]([O-:15])=[O:14])[C:5]([OH:11])=[C:6]([C:8](=[O:10])[CH3:9])[CH:7]=1. The catalyst class is: 2.